From a dataset of NCI-60 drug combinations with 297,098 pairs across 59 cell lines. Regression. Given two drug SMILES strings and cell line genomic features, predict the synergy score measuring deviation from expected non-interaction effect. (1) Drug 1: C1C(C(OC1N2C=C(C(=O)NC2=O)F)CO)O. Drug 2: CC1CCCC2(C(O2)CC(NC(=O)CC(C(C(=O)C(C1O)C)(C)C)O)C(=CC3=CSC(=N3)C)C)C. Cell line: UO-31. Synergy scores: CSS=33.6, Synergy_ZIP=-10.0, Synergy_Bliss=-16.2, Synergy_Loewe=-12.7, Synergy_HSA=-11.8. (2) Drug 1: C1=CC(=CC=C1CC(C(=O)O)N)N(CCCl)CCCl.Cl. Drug 2: B(C(CC(C)C)NC(=O)C(CC1=CC=CC=C1)NC(=O)C2=NC=CN=C2)(O)O. Cell line: T-47D. Synergy scores: CSS=16.6, Synergy_ZIP=-0.183, Synergy_Bliss=6.12, Synergy_Loewe=2.56, Synergy_HSA=2.58. (3) Drug 1: C1=CC(=CC=C1C#N)C(C2=CC=C(C=C2)C#N)N3C=NC=N3. Drug 2: CC1C(C(CC(O1)OC2CC(OC(C2O)C)OC3=CC4=CC5=C(C(=O)C(C(C5)C(C(=O)C(C(C)O)O)OC)OC6CC(C(C(O6)C)O)OC7CC(C(C(O7)C)O)OC8CC(C(C(O8)C)O)(C)O)C(=C4C(=C3C)O)O)O)O. Cell line: RPMI-8226. Synergy scores: CSS=31.9, Synergy_ZIP=0.0538, Synergy_Bliss=-1.71, Synergy_Loewe=-22.7, Synergy_HSA=-2.99. (4) Drug 1: COC1=CC(=CC(=C1O)OC)C2C3C(COC3=O)C(C4=CC5=C(C=C24)OCO5)OC6C(C(C7C(O6)COC(O7)C8=CC=CS8)O)O. Drug 2: CCC1(C2=C(COC1=O)C(=O)N3CC4=CC5=C(C=CC(=C5CN(C)C)O)N=C4C3=C2)O.Cl. Cell line: SK-OV-3. Synergy scores: CSS=30.9, Synergy_ZIP=-8.43, Synergy_Bliss=-2.79, Synergy_Loewe=-1.22, Synergy_HSA=-0.472. (5) Drug 1: C1CCC(C1)C(CC#N)N2C=C(C=N2)C3=C4C=CNC4=NC=N3. Drug 2: C1CN(P(=O)(OC1)NCCCl)CCCl. Cell line: SK-MEL-2. Synergy scores: CSS=-5.55, Synergy_ZIP=2.75, Synergy_Bliss=-0.543, Synergy_Loewe=-7.26, Synergy_HSA=-6.61.